From a dataset of Full USPTO retrosynthesis dataset with 1.9M reactions from patents (1976-2016). Predict the reactants needed to synthesize the given product. (1) Given the product [Cl:8][C:9]1[CH:21]=[C:20]([O:22][C:23]2[CH:24]=[N:25][C:26]([CH:30]3[CH2:32][CH2:31]3)=[C:27]([Cl:29])[CH:28]=2)[C:19]([Cl:33])=[CH:18][C:10]=1[C:11]([OH:13])=[O:12], predict the reactants needed to synthesize it. The reactants are: FC(F)(F)C(O)=O.[Cl:8][C:9]1[CH:21]=[C:20]([O:22][C:23]2[CH:24]=[N:25][C:26]([CH:30]3[CH2:32][CH2:31]3)=[C:27]([Cl:29])[CH:28]=2)[C:19]([Cl:33])=[CH:18][C:10]=1[C:11]([O:13]C(C)(C)C)=[O:12]. (2) Given the product [C:1]([N:4]1[C:12]2[C:7](=[CH:8][C:9]([C:13]([OH:15])=[O:14])=[CH:10][CH:11]=2)[CH2:6][CH2:5]1)(=[O:3])[CH3:2], predict the reactants needed to synthesize it. The reactants are: [C:1]([N:4]1[C:12]2[C:7](=[CH:8][C:9]([C:13]([O:15]CC3C=CC=CC=3)=[O:14])=[CH:10][CH:11]=2)[CH:6]=[CH:5]1)(=[O:3])[CH3:2].[H][H]. (3) Given the product [O:21]1[C:25]2[CH:26]=[CH:27][C:28]([C:30]3([C:33]([NH:35][C:36]4[CH:37]=[CH:38][C:39]([CH3:52])=[C:40]([C:42]5[CH:47]=[CH:46][C:45]([S:48]([N:1]6[CH2:8][CH2:7][CH2:6][C@H:2]6[C:3]([OH:5])=[O:4])(=[O:49])=[O:50])=[CH:44][CH:43]=5)[CH:41]=4)=[O:34])[CH2:32][CH2:31]3)=[CH:29][C:24]=2[O:23][CH2:22]1, predict the reactants needed to synthesize it. The reactants are: [NH:1]1[CH2:8][CH2:7][CH2:6][C@H:2]1[C:3]([OH:5])=[O:4].C/C(/O[Si](C)(C)C)=N\[Si](C)(C)C.[O:21]1[C:25]2[CH:26]=[CH:27][C:28]([C:30]3([C:33]([NH:35][C:36]4[CH:37]=[CH:38][C:39]([CH3:52])=[C:40]([C:42]5[CH:47]=[CH:46][C:45]([S:48](Cl)(=[O:50])=[O:49])=[CH:44][CH:43]=5)[CH:41]=4)=[O:34])[CH2:32][CH2:31]3)=[CH:29][C:24]=2[O:23][CH2:22]1.CCN(C(C)C)C(C)C. (4) Given the product [CH3:37][O:5][C:4](=[O:6])[C:3]1[CH:7]=[CH:8][C:9]([NH:11][C:12]([C:14]2[CH:22]=[C:21]3[C:17]([CH2:18][CH2:19][N:20]3[S:23]([C:26]3[CH:27]=[C:28]([Cl:33])[CH:29]=[C:30]([Cl:32])[CH:31]=3)(=[O:24])=[O:25])=[C:16]([O:34][CH3:35])[CH:15]=2)=[O:13])=[CH:10][C:2]=1[Cl:1], predict the reactants needed to synthesize it. The reactants are: [Cl:1][C:2]1[CH:10]=[C:9]([NH:11][C:12]([C:14]2[CH:22]=[C:21]3[C:17]([CH2:18][CH2:19][N:20]3[S:23]([C:26]3[CH:31]=[C:30]([Cl:32])[CH:29]=[C:28]([Cl:33])[CH:27]=3)(=[O:25])=[O:24])=[C:16]([O:34][CH3:35])[CH:15]=2)=[O:13])[CH:8]=[CH:7][C:3]=1[C:4]([OH:6])=[O:5].Cl[C:37]1C=C(S(Cl)(=O)=O)C=C(Cl)C=1.